This data is from Full USPTO retrosynthesis dataset with 1.9M reactions from patents (1976-2016). The task is: Predict the reactants needed to synthesize the given product. (1) Given the product [Br:1][C:2]1[C:10]([F:11])=[CH:9][C:5]([C:6]([N:15]2[CH2:16][CH2:17][CH2:14][CH2:13]2)=[O:8])=[C:4]([Cl:12])[CH:3]=1, predict the reactants needed to synthesize it. The reactants are: [Br:1][C:2]1[C:10]([F:11])=[CH:9][C:5]([C:6]([OH:8])=O)=[C:4]([Cl:12])[CH:3]=1.[CH2:13]([N:15](CC)[CH2:16][CH3:17])[CH3:14].N1CCCC1.C(P1(=O)OP(=O)(CCC)OP(=O)(CCC)O1)CC. (2) Given the product [ClH:33].[CH3:29][NH:30][CH2:25][C:16]1[CH:17]=[C:18]([C:19]2[CH:24]=[CH:23][CH:22]=[CH:21][CH:20]=2)[N:14]([S:11]([C:7]2[CH:8]=[CH:9][CH:10]=[C:5]([S:2]([CH3:1])(=[O:4])=[O:3])[CH:6]=2)(=[O:13])=[O:12])[CH:15]=1, predict the reactants needed to synthesize it. The reactants are: [CH3:1][S:2]([C:5]1[CH:6]=[C:7]([S:11]([N:14]2[C:18]([C:19]3[CH:24]=[CH:23][CH:22]=[CH:21][CH:20]=3)=[CH:17][C:16]([CH:25]=O)=[CH:15]2)(=[O:13])=[O:12])[CH:8]=[CH:9][CH:10]=1)(=[O:4])=[O:3].CO.[CH3:29][NH2:30].[BH4-].[Na+].[ClH:33].C(=O)([O-])O.[Na+]. (3) The reactants are: [Br:1][C:2]1[C:3]([CH3:8])=[N:4][O:5][C:6]=1[NH2:7].[H-].[Na+].[CH2:11]([C:13]1[S:17][C:16]2[CH:18]=[CH:19][CH:20]=[CH:21][C:15]=2[C:14]=1[S:22](Cl)(=[O:24])=[O:23])[CH3:12]. Given the product [Br:1][C:2]1[C:3]([CH3:8])=[N:4][O:5][C:6]=1[NH:7][S:22]([C:14]1[C:15]2[CH:21]=[CH:20][CH:19]=[CH:18][C:16]=2[S:17][C:13]=1[CH2:11][CH3:12])(=[O:23])=[O:24], predict the reactants needed to synthesize it. (4) Given the product [CH3:1][C:2](=[C:4]([O:8][Si:10]([CH3:12])([CH3:11])[CH3:9])[CH:5]([CH3:7])[CH3:6])[CH3:3], predict the reactants needed to synthesize it. The reactants are: [CH3:1][CH:2]([C:4](=[O:8])[CH:5]([CH3:7])[CH3:6])[CH3:3].[CH3:9][Si:10](Cl)([CH3:12])[CH3:11]. (5) Given the product [CH2:1]([C:3]1[N:7]([C:8]2[N:16]=[C:15]3[C:11]([N:12]=[C:13]([CH2:18][N:39]4[CH2:40][CH2:41][C@H:37]([C:35]([N:30]5[CH2:31][CH2:32][CH2:33][CH2:34]5)=[O:36])[CH2:38]4)[N:14]3[CH3:17])=[C:10]([N:20]3[CH2:25][CH2:24][O:23][CH2:22][CH2:21]3)[N:9]=2)[C:6]2[CH:26]=[CH:27][CH:28]=[CH:29][C:5]=2[N:4]=1)[CH3:2], predict the reactants needed to synthesize it. The reactants are: [CH2:1]([C:3]1[N:7]([C:8]2[N:16]=[C:15]3[C:11]([N:12]=[C:13]([CH:18]=O)[N:14]3[CH3:17])=[C:10]([N:20]3[CH2:25][CH2:24][O:23][CH2:22][CH2:21]3)[N:9]=2)[C:6]2[CH:26]=[CH:27][CH:28]=[CH:29][C:5]=2[N:4]=1)[CH3:2].[N:30]1([C:35]([C@H:37]2[CH2:41][CH2:40][NH:39][CH2:38]2)=[O:36])[CH2:34][CH2:33][CH2:32][CH2:31]1.C(O[BH-](OC(=O)C)OC(=O)C)(=O)C.[Na+]. (6) The reactants are: [Br:1][C:2]1[S:3][C:4]2[CH:10]=[C:9]([OH:11])[CH:8]=[CH:7][C:5]=2[N:6]=1.C([O-])([O-])=O.[Cs+].[Cs+].[CH2:18]([O:20][CH2:21]Cl)[CH3:19]. Given the product [Br:1][C:2]1[S:3][C:4]2[CH:10]=[C:9]([O:11][CH2:21][O:20][CH2:18][CH3:19])[CH:8]=[CH:7][C:5]=2[N:6]=1, predict the reactants needed to synthesize it. (7) Given the product [F:22][C:19]1[CH:20]=[CH:21][C:16]([C:12]2[N:13]=[CH:14][O:15][C:11]=2[C:9]2[CH:8]=[CH:7][C:5]3[N:6]=[C:2]([NH:23][CH2:24][CH2:25][N:26]4[CH2:31][CH2:30][O:29][CH2:28][CH2:27]4)[S:3][C:4]=3[CH:10]=2)=[CH:17][CH:18]=1, predict the reactants needed to synthesize it. The reactants are: Br[C:2]1[S:3][C:4]2[CH:10]=[C:9]([C:11]3[O:15][CH:14]=[N:13][C:12]=3[C:16]3[CH:21]=[CH:20][C:19]([F:22])=[CH:18][CH:17]=3)[CH:8]=[CH:7][C:5]=2[N:6]=1.[NH2:23][CH2:24][CH2:25][N:26]1[CH2:31][CH2:30][O:29][CH2:28][CH2:27]1. (8) Given the product [F:1][C:2]1[CH:3]=[CH:4][C:5]([N:8]2[CH:12]=[CH:11][C:10]([C:13]([OH:15])=[O:14])=[N:9]2)=[CH:6][CH:7]=1, predict the reactants needed to synthesize it. The reactants are: [F:1][C:2]1[CH:7]=[CH:6][C:5]([N:8]2[CH:12]=[CH:11][C:10]([C:13]([O:15]CC)=[O:14])=[N:9]2)=[CH:4][CH:3]=1.[OH-].[Na+].